This data is from Full USPTO retrosynthesis dataset with 1.9M reactions from patents (1976-2016). The task is: Predict the reactants needed to synthesize the given product. (1) Given the product [Cl:8][C:6]1[CH:7]=[C:2]([N:26]2[CH2:31][CH2:30][O:29][CH2:28][CH2:27]2)[C:3]2[N:4]([CH:11]=[C:12]([C:14]3[CH:15]=[N:16][N:17]([C:20]4[CH:25]=[CH:24][CH:23]=[CH:22][CH:21]=4)[C:18]=3[CH3:19])[N:9]=2)[N:5]=1, predict the reactants needed to synthesize it. The reactants are: Br[C:2]1[CH:7]=[C:6]([Cl:8])[N:5]=[N:4][C:3]=1[NH2:9].Br[CH2:11][C:12]([C:14]1[CH:15]=[N:16][N:17]([C:20]2[CH:25]=[CH:24][CH:23]=[CH:22][CH:21]=2)[C:18]=1[CH3:19])=O.[NH:26]1[CH2:31][CH2:30][O:29][CH2:28][CH2:27]1. (2) Given the product [Cl:1][C:2]1[CH:19]=[CH:18][C:5]([C:6]([C:8]2[N:12]([CH2:13][CH3:14])[C:11]([CH2:15][C:16]([OH:25])=[O:20])=[CH:10][CH:9]=2)=[O:7])=[CH:4][CH:3]=1, predict the reactants needed to synthesize it. The reactants are: [Cl:1][C:2]1[CH:19]=[CH:18][C:5]([C:6]([C:8]2[N:12]([CH2:13][CH3:14])[C:11]([CH2:15][C:16]#N)=[CH:10][CH:9]=2)=[O:7])=[CH:4][CH:3]=1.[OH-:20].[Na+].C(O)C.[OH2:25].